From a dataset of Forward reaction prediction with 1.9M reactions from USPTO patents (1976-2016). Predict the product of the given reaction. (1) Given the reactants N[C:2]1[CH:21]=[CH:20][C:5]2[N:6]([C:13]3[CH:18]=[CH:17][C:16]([F:19])=[CH:15][CH:14]=3)[C:7](=[O:12])[C:8]([CH3:11])([CH3:10])[O:9][C:4]=2[CH:3]=1.[ClH:22].N([O-])=O.[Na+].[S:27]([O-:30])(O)=[O:28].[Na+], predict the reaction product. The product is: [F:19][C:16]1[CH:17]=[CH:18][C:13]([N:6]2[C:5]3[CH:20]=[CH:21][C:2]([S:27]([Cl:22])(=[O:30])=[O:28])=[CH:3][C:4]=3[O:9][C:8]([CH3:11])([CH3:10])[C:7]2=[O:12])=[CH:14][CH:15]=1. (2) The product is: [C:22]1([C:19]2([C:14]3[N:13]=[C:12]4[S:11][C:10]([C:6]5[CH:5]=[C:4]6[C:9](=[CH:8][CH:7]=5)[CH2:1][N:2]([CH2:33][CH2:32][C:31]([O:35][CH3:36])=[O:34])[CH2:3]6)=[N:18][C:17]4=[CH:16][CH:15]=3)[CH2:20][CH2:21]2)[CH:23]=[CH:24][CH:25]=[CH:26][CH:27]=1. Given the reactants [CH2:1]1[C:9]2[C:4](=[CH:5][C:6]([C:10]3[S:11][C:12]4[C:17]([N:18]=3)=[CH:16][CH:15]=[C:14]([C:19]3([C:22]5[CH:27]=[CH:26][CH:25]=[CH:24][CH:23]=5)[CH2:21][CH2:20]3)[N:13]=4)=[CH:7][CH:8]=2)[CH2:3][NH:2]1.C(Cl)Cl.[C:31]([O:35][CH2:36]C)(=[O:34])[CH:32]=[CH2:33].CN1CCCN2CCCN=C12, predict the reaction product.